From a dataset of Peptide-MHC class II binding affinity with 134,281 pairs from IEDB. Regression. Given a peptide amino acid sequence and an MHC pseudo amino acid sequence, predict their binding affinity value. This is MHC class II binding data. (1) The peptide sequence is TVWAQSADFPQFKPE. The MHC is HLA-DPA10103-DPB10401 with pseudo-sequence HLA-DPA10103-DPB10401. The binding affinity (normalized) is 0.333. (2) The peptide sequence is AAATAGTTVYGNFAA. The MHC is HLA-DQA10501-DQB10301 with pseudo-sequence HLA-DQA10501-DQB10301. The binding affinity (normalized) is 0.644. (3) The peptide sequence is WMTGRMGERQLQKIE. The MHC is HLA-DQA10201-DQB10402 with pseudo-sequence HLA-DQA10201-DQB10402. The binding affinity (normalized) is 0. (4) The peptide sequence is ATAAAIQLKCSDSMP. The MHC is HLA-DPA10201-DPB10101 with pseudo-sequence HLA-DPA10201-DPB10101. The binding affinity (normalized) is 0.157. (5) The peptide sequence is VPLEVKREACPGTSV. The MHC is DRB1_1101 with pseudo-sequence DRB1_1101. The binding affinity (normalized) is 0.347. (6) The peptide sequence is PNITATYGDKWLDAK. The MHC is DRB1_1602 with pseudo-sequence DRB1_1602. The binding affinity (normalized) is 0.137. (7) The MHC is HLA-DQA10301-DQB10302 with pseudo-sequence HLA-DQA10301-DQB10302. The binding affinity (normalized) is 0.118. The peptide sequence is EKKYFAATQFCPLAA.